From a dataset of Reaction yield outcomes from USPTO patents with 853,638 reactions. Predict the reaction yield, written as a fraction of the theoretical maximum amount of product (1.0 means a 100% yield; for example, 0.34 means a 34% yield). (1) The reactants are Br[C:2]1[CH:6]=[C:5]([Si:7]([CH3:10])([CH3:9])[CH3:8])[S:4][C:3]=1[C:11]1[S:12][C:13]([Si:17]([CH3:20])([CH3:19])[CH3:18])=[CH:14][C:15]=1Br.C([Li])CCC.CN(C)[C:28](Cl)=[O:29].[NH4+].[Cl-]. The catalyst is C1COCC1.CC(C)=O.C(=O)=O.O. The product is [CH3:8][Si:7]([CH3:10])([CH3:9])[C:5]1[S:4][C:3]2[C:11]3[S:12][C:13]([Si:17]([CH3:20])([CH3:19])[CH3:18])=[CH:14][C:15]=3[C:28](=[O:29])[C:2]=2[CH:6]=1. The yield is 0.858. (2) The reactants are [F:1][C:2]1[CH:9]=[CH:8][C:5]([C:6]#[N:7])=[C:4]([O:10]C)[CH:3]=1.[Al+3].[Cl-].[Cl-].[Cl-]. The catalyst is C1(C)C=CC=CC=1. The product is [F:1][C:2]1[CH:9]=[CH:8][C:5]([C:6]#[N:7])=[C:4]([OH:10])[CH:3]=1. The yield is 0.950. (3) The product is [Cl:13][C:14]1[CH:19]=[CH:18][C:17]([C:20]2[NH:12][C:11]3[N:10]([N:9]=[CH:8][C:7]=3[C:5]3[O:6][C:2]([CH3:1])=[CH:3][N:4]=3)[C:22](=[O:23])[CH:21]=2)=[CH:16][C:15]=1[O:28][CH2:29][C:30]([F:31])([F:33])[F:32]. The yield is 0.100. The catalyst is CCCCO. The reactants are [CH3:1][C:2]1[O:6][C:5]([C:7]2[CH:8]=[N:9][NH:10][C:11]=2[NH2:12])=[N:4][CH:3]=1.[Cl:13][C:14]1[CH:19]=[CH:18][C:17]([C:20](=O)[CH2:21][C:22](OCC)=[O:23])=[CH:16][C:15]=1[O:28][CH2:29][C:30]([F:33])([F:32])[F:31].CC1C=CC(S(O)(=O)=O)=CC=1. (4) The reactants are Br[C:2]1[C:10]2[C:5](=[N:6][C:7]([NH:11][CH2:12][CH2:13][CH2:14][CH3:15])=[N:8][CH:9]=2)[N:4]([C@H:16]2[CH2:21][CH2:20][C@H:19]([OH:22])[CH2:18][CH2:17]2)[N:3]=1.B1([C:32]2[CH:37]=[CH:36][C:35]([CH2:38][N:39]3[CH2:44][CH2:43][O:42][CH2:41][CH2:40]3)=[CH:34][CH:33]=2)OC(C)(C)C(C)(C)O1.C(=O)([O-])[O-].[K+].[K+]. The catalyst is O1CCOCC1.O.CCOC(C)=O.[Pd].C1(P(C2C=CC=CC=2)C2C=CC=CC=2)C=CC=CC=1.C1(P(C2C=CC=CC=2)C2C=CC=CC=2)C=CC=CC=1.C1(P(C2C=CC=CC=2)C2C=CC=CC=2)C=CC=CC=1.C1(P(C2C=CC=CC=2)C2C=CC=CC=2)C=CC=CC=1. The product is [CH2:12]([NH:11][C:7]1[N:6]=[C:5]2[N:4]([C@H:16]3[CH2:21][CH2:20][C@H:19]([OH:22])[CH2:18][CH2:17]3)[N:3]=[C:2]([C:32]3[CH:33]=[CH:34][C:35]([CH2:38][N:39]4[CH2:44][CH2:43][O:42][CH2:41][CH2:40]4)=[CH:36][CH:37]=3)[C:10]2=[CH:9][N:8]=1)[CH2:13][CH2:14][CH3:15]. The yield is 0.570. (5) The reactants are Cl[C:2]1[N:23]=[CH:22][CH:21]=[CH:20][C:3]=1[C:4]([NH:6][CH2:7][C:8]1[S:9][C:10]([O:13][C:14]2[CH:19]=[CH:18][CH:17]=[CH:16][CH:15]=2)=[CH:11][CH:12]=1)=[O:5].[NH2:24][CH2:25][CH:26]1[CH2:28][CH2:27]1.FC(F)(F)C(O)=O. The catalyst is CS(C)=O. The product is [CH:26]1([CH2:25][NH:24][C:2]2[N:23]=[CH:22][CH:21]=[CH:20][C:3]=2[C:4]([NH:6][CH2:7][C:8]2[S:9][C:10]([O:13][C:14]3[CH:19]=[CH:18][CH:17]=[CH:16][CH:15]=3)=[CH:11][CH:12]=2)=[O:5])[CH2:28][CH2:27]1. The yield is 0.170.